Dataset: Peptide-MHC class I binding affinity with 185,985 pairs from IEDB/IMGT. Task: Regression. Given a peptide amino acid sequence and an MHC pseudo amino acid sequence, predict their binding affinity value. This is MHC class I binding data. (1) The peptide sequence is YLIVFVLTI. The binding affinity (normalized) is 0.128. The MHC is H-2-Db with pseudo-sequence H-2-Db. (2) The peptide sequence is YSFSRAYTL. The MHC is HLA-B45:06 with pseudo-sequence HLA-B45:06. The binding affinity (normalized) is 0.213. (3) The peptide sequence is QQSEARRML. The MHC is HLA-A01:01 with pseudo-sequence HLA-A01:01. The binding affinity (normalized) is 0.0847. (4) The peptide sequence is SSGCYIHFF. The MHC is HLA-A26:01 with pseudo-sequence HLA-A26:01. The binding affinity (normalized) is 0. (5) The peptide sequence is NLEKAKQTL. The MHC is HLA-A02:03 with pseudo-sequence HLA-A02:03. The binding affinity (normalized) is 0.00577.